Dataset: hERG potassium channel inhibition data for cardiac toxicity prediction from Karim et al.. Task: Regression/Classification. Given a drug SMILES string, predict its toxicity properties. Task type varies by dataset: regression for continuous values (e.g., LD50, hERG inhibition percentage) or binary classification for toxic/non-toxic outcomes (e.g., AMES mutagenicity, cardiotoxicity, hepatotoxicity). Dataset: herg_karim. (1) The drug is N#Cc1ccc(Cn2cncc2C[NH2+][C@@H]2CCN(Cc3cccc(Cl)c3)C2=O)cc1. The result is 1 (blocker). (2) The drug is Nc1nc(N2CCNCC2)c2ccc(-c3ccco3)cc2n1. The result is 1 (blocker). (3) The drug is N[C@@H]1CCCN(c2c(Br)cccc2C=C2SC(O)=NC2=O)C1. The result is 0 (non-blocker).